The task is: Regression/Classification. Given a drug SMILES string, predict its absorption, distribution, metabolism, or excretion properties. Task type varies by dataset: regression for continuous measurements (e.g., permeability, clearance, half-life) or binary classification for categorical outcomes (e.g., BBB penetration, CYP inhibition). For this dataset (lipophilicity_astrazeneca), we predict Y.. This data is from Experimental lipophilicity measurements (octanol/water distribution) for 4,200 compounds from AstraZeneca. (1) The drug is c1ccc2[nH]c(CCCc3nc4ccccc4[nH]3)nc2c1. The Y is 3.50 logD. (2) The Y is 1.52 logD. The drug is Oc1c2ncc3ccccc3c2nn1-c1ccc(Cl)cc1.